Dataset: Forward reaction prediction with 1.9M reactions from USPTO patents (1976-2016). Task: Predict the product of the given reaction. (1) Given the reactants Cl[C:2]1[C:3]([N:8]2[C:12]([CH2:13][C:14]3[C:19]([CH2:20][CH2:21][CH3:22])=[C:18]([CH3:23])[N:17]=[CH:16][N:15]=3)=[CH:11][CH:10]=[N:9]2)=[N:4][CH:5]=[CH:6][CH:7]=1.[CH3:24][N:25](C=O)C, predict the reaction product. The product is: [CH3:23][C:18]1[N:17]=[CH:16][N:15]=[C:14]([CH2:13][C:12]2[N:8]([C:3]3[N:4]=[CH:5][CH:6]=[CH:7][C:2]=3[C:24]#[N:25])[N:9]=[CH:10][CH:11]=2)[C:19]=1[CH2:20][CH2:21][CH3:22]. (2) Given the reactants [C:1]1([CH2:7][CH:8]([OH:10])[CH3:9])[CH:6]=[CH:5][CH:4]=[CH:3][CH:2]=1.Cl[C:12]1[N:13]=[C:14]([OH:22])[C:15]2[CH:21]=[CH:20][N:19]=[CH:18][C:16]=2[N:17]=1, predict the reaction product. The product is: [C:1]1([CH2:7][CH:8]([O:10][C:12]2[N:13]=[C:14]([OH:22])[C:15]3[CH:21]=[CH:20][N:19]=[CH:18][C:16]=3[N:17]=2)[CH3:9])[CH:6]=[CH:5][CH:4]=[CH:3][CH:2]=1.